From a dataset of Catalyst prediction with 721,799 reactions and 888 catalyst types from USPTO. Predict which catalyst facilitates the given reaction. (1) Reactant: [Cl:1][C:2]1[CH:10]=[CH:9][C:5]([C:6](Cl)=[O:7])=[CH:4][C:3]=1[OH:11].[OH-].[NH4+:13]. Product: [Cl:1][C:2]1[CH:10]=[CH:9][C:5]([C:6]([NH2:13])=[O:7])=[CH:4][C:3]=1[OH:11]. The catalyst class is: 6. (2) Reactant: C[O:2][C:3](=O)[CH:4]=[C:5]([C:25](=[O:44])[NH:26][C:27]1[CH:32]=[C:31]([C:33]([CH3:36])([CH3:35])[CH3:34])[CH:30]=[C:29]([NH:37][S:38]([CH3:41])(=[O:40])=[O:39])[C:28]=1[O:42][CH3:43])[C:6]1[C:15]2[C:10](=[CH:11][CH:12]=[CH:13][CH:14]=2)[C:9]([O:16][CH2:17][CH2:18][N:19]2[CH2:24][CH2:23][O:22][CH2:21][CH2:20]2)=[CH:8][CH:7]=1.CCN(C(C)C)C(C)C. Product: [C:33]([C:31]1[CH:32]=[C:27]([N:26]2[C:3](=[O:2])[CH:4]=[C:5]([C:6]3[C:15]4[C:10](=[CH:11][CH:12]=[CH:13][CH:14]=4)[C:9]([O:16][CH2:17][CH2:18][N:19]4[CH2:24][CH2:23][O:22][CH2:21][CH2:20]4)=[CH:8][CH:7]=3)[C:25]2=[O:44])[C:28]([O:42][CH3:43])=[C:29]([NH:37][S:38]([CH3:41])(=[O:40])=[O:39])[CH:30]=1)([CH3:34])([CH3:35])[CH3:36]. The catalyst class is: 1. (3) Reactant: [NH2:1][C:2]1[CH:7]=[CH:6][C:5]([C:8]2[C:16]3[C:11](=[N:12][CH:13]=[N:14][C:15]=3[NH2:17])[N:10]([C@H:18]3[CH2:22][CH2:21][O:20][CH2:19]3)[N:9]=2)=[CH:4][CH:3]=1.[F:23][C:24]([F:35])([F:34])[C:25]1[CH:26]=[C:27]([CH:31]=[CH:32][CH:33]=1)[C:28](Cl)=[O:29]. Product: [NH2:17][C:15]1[N:14]=[CH:13][N:12]=[C:11]2[N:10]([C@H:18]3[CH2:22][CH2:21][O:20][CH2:19]3)[N:9]=[C:8]([C:5]3[CH:6]=[CH:7][C:2]([NH:1][C:28](=[O:29])[C:27]4[CH:31]=[CH:32][CH:33]=[C:25]([C:24]([F:23])([F:34])[F:35])[CH:26]=4)=[CH:3][CH:4]=3)[C:16]=12. The catalyst class is: 2. (4) Reactant: [NH2:1][CH:2]([C:22]1[CH:27]=[CH:26][CH:25]=[C:24]([CH3:28])[CH:23]=1)[CH2:3][CH2:4][N:5]1[C:10](=[O:11])[C:9]2=[CH:12][N:13]=[C:14]([CH:15]3[CH2:20][CH2:19][O:18][CH2:17][CH2:16]3)[N:8]2[N:7]=[C:6]1Cl.CCN(C(C)C)C(C)C. Product: [CH3:28][C:24]1[CH:23]=[C:22]([CH:2]2[CH2:3][CH2:4][N:5]3[C:6](=[N:7][N:8]4[C:14]([CH:15]5[CH2:20][CH2:19][O:18][CH2:17][CH2:16]5)=[N:13][CH:12]=[C:9]4[C:10]3=[O:11])[NH:1]2)[CH:27]=[CH:26][CH:25]=1. The catalyst class is: 20. (5) Reactant: [CH3:1][N:2]([CH3:26])[C:3]([C:5]1[C:15]([CH2:16][CH2:17][C:18](=[O:24])[C:19]2[S:20][CH:21]=[CH:22][CH:23]=2)=[C:14]([OH:25])[C:8]2[N:9]=[C:10]([CH3:13])[N:11]([CH3:12])[C:7]=2[CH:6]=1)=[O:4].CC([O-])(C)C.[K+]. Product: [CH3:26][N:2]([CH3:1])[C:3]([C:5]1[C:15]([CH2:16][CH2:17][C@@H:18]([OH:24])[C:19]2[S:20][CH:21]=[CH:22][CH:23]=2)=[C:14]([OH:25])[C:8]2[N:9]=[C:10]([CH3:13])[N:11]([CH3:12])[C:7]=2[CH:6]=1)=[O:4]. The catalyst class is: 32. (6) Reactant: [C:1]([O:4][C@H:5]([C@H:33]1[O:38][CH2:37][CH2:36][N:35]([C:39]2[CH:43]=[CH:42][N:41]([C:44]3[CH:49]=[CH:48][N:47]=[CH:46][CH:45]=3)[N:40]=2)[C:34]1=[O:50])[C:6]([NH:8][C:9]1[C:28]([S:29](=[O:32])(=[O:31])[NH2:30])=[CH:27][C:12]2[C:13]([N:16]3[C:24](=[O:25])[C:23]4[C:18](=[CH:19][CH:20]=[CH:21][CH:22]=4)[C:17]3=[O:26])=[N:14][O:15][C:11]=2[CH:10]=1)=O)(=[O:3])[CH3:2]. Product: [C:1]([O:4][C@@H:5]([C:6]1[NH:8][C:9]2[CH:10]=[C:11]3[O:15][N:14]=[C:13]([N:16]4[C:17](=[O:26])[C:18]5[C:23](=[CH:22][CH:21]=[CH:20][CH:19]=5)[C:24]4=[O:25])[C:12]3=[CH:27][C:28]=2[S:29](=[O:31])(=[O:32])[N:30]=1)[C@H:33]1[O:38][CH2:37][CH2:36][N:35]([C:39]2[CH:43]=[CH:42][N:41]([C:44]3[CH:49]=[CH:48][N:47]=[CH:46][CH:45]=3)[N:40]=2)[C:34]1=[O:50])(=[O:3])[CH3:2]. The catalyst class is: 89. (7) Reactant: [CH:1]([C:4]1[CH:5]=[C:6]([C:13]2[C:17]([CH2:18][N:19]([CH3:31])[CH2:20][CH2:21][N:22](C)[C:23](=O)OC(C)(C)C)=[CH:16][N:15](C3CCCCO3)[N:14]=2)[CH:7]=[C:8]([CH:10]([CH3:12])[CH3:11])[CH:9]=1)([CH3:3])[CH3:2].Cl. Product: [CH3:3][CH:1]([C:4]1[CH:5]=[C:6]([C:13]2[C:17]([CH2:18][N:19]([CH3:31])[CH2:20][CH2:21][NH:22][CH3:23])=[CH:16][NH:15][N:14]=2)[CH:7]=[C:8]([CH:10]([CH3:11])[CH3:12])[CH:9]=1)[CH3:2]. The catalyst class is: 12. (8) Reactant: [CH3:1][N:2]1[C:7](=[O:8])[CH:6]=[CH:5][C:4]([C:9](=[O:28])[CH2:10][CH:11]([C:19]2[CH:27]=[CH:26][C:22]([C:23]([OH:25])=O)=[CH:21][CH:20]=2)[C:12]2[CH:17]=[CH:16][CH:15]=[CH:14][C:13]=2[CH3:18])=[CH:3]1.[NH2:29][C:30]([CH3:34])([CH3:33])[CH2:31][OH:32].F[P-](F)(F)(F)(F)F.N1(O[P+](N(C)C)(N(C)C)N(C)C)C2C=CC=CC=2N=N1. Product: [OH:32][CH2:31][C:30]([NH:29][C:23](=[O:25])[C:22]1[CH:21]=[CH:20][C:19]([CH:11]([C:12]2[CH:17]=[CH:16][CH:15]=[CH:14][C:13]=2[CH3:18])[CH2:10][C:9]([C:4]2[CH:5]=[CH:6][C:7](=[O:8])[N:2]([CH3:1])[CH:3]=2)=[O:28])=[CH:27][CH:26]=1)([CH3:34])[CH3:33]. The catalyst class is: 7.